This data is from Full USPTO retrosynthesis dataset with 1.9M reactions from patents (1976-2016). The task is: Predict the reactants needed to synthesize the given product. (1) Given the product [OH:6][C@@H:7]1[CH2:12][CH2:11][CH2:10][C@H:9]([NH:13][CH2:14][CH2:15][C:16]2[CH:31]=[CH:30][C:19]([O:20][C:21]3[CH:29]=[CH:28][C:24]([C:25]([NH2:27])=[O:26])=[CH:23][N:22]=3)=[CH:18][CH:17]=2)[CH2:8]1, predict the reactants needed to synthesize it. The reactants are: C([Si](C)(C)[O:6][C@@H:7]1[CH2:12][CH2:11][CH2:10][C@H:9]([NH:13][CH2:14][CH2:15][C:16]2[CH:31]=[CH:30][C:19]([O:20][C:21]3[CH:29]=[CH:28][C:24]([C:25]([NH2:27])=[O:26])=[CH:23][N:22]=3)=[CH:18][CH:17]=2)[CH2:8]1)(C)(C)C.[F-].C([N+](CCCC)(CCCC)CCCC)CCC. (2) Given the product [CH2:11]([N:13]1[CH2:18][CH2:17][N:16]([C:2]2[CH:7]=[CH:6][CH:5]=[C:4]([N+:8]([O-:10])=[O:9])[CH:3]=2)[CH2:15][CH2:14]1)[CH3:12], predict the reactants needed to synthesize it. The reactants are: F[C:2]1[CH:7]=[CH:6][CH:5]=[C:4]([N+:8]([O-:10])=[O:9])[CH:3]=1.[CH2:11]([N:13]1[CH2:18][CH2:17][NH:16][CH2:15][CH2:14]1)[CH3:12]. (3) Given the product [ClH:26].[NH:16]1[CH2:15][CH2:14][CH:13]([O:12][C:9]2[CH:10]=[CH:11][C:5]3[O:4][CH2:3][C:2](=[O:1])[NH:7][C:6]=3[CH:8]=2)[CH2:18][CH2:17]1, predict the reactants needed to synthesize it. The reactants are: [O:1]=[C:2]1[NH:7][C:6]2[CH:8]=[C:9]([O:12][CH:13]3[CH2:18][CH2:17][N:16](C(OC(C)(C)C)=O)[CH2:15][CH2:14]3)[CH:10]=[CH:11][C:5]=2[O:4][CH2:3]1.[ClH:26].C(O)C. (4) Given the product [C:7]([O:6][C:5]([NH:4][CH2:3][CH2:2][N:37]([CH3:38])[C@@H:27]1[CH2:26][N:25]2[C:24]3[CH:23]=[C:22]([C:39]([O:41][CH3:42])=[O:40])[CH:21]=[CH:20][C:19]=3[C:18]([CH:12]3[CH2:17][CH2:16][CH2:15][CH2:14][CH2:13]3)=[C:32]2[C:31]2[CH:33]=[CH:34][CH:35]=[CH:36][C:30]=2[O:29][CH2:28]1)=[O:11])([CH3:10])([CH3:9])[CH3:8], predict the reactants needed to synthesize it. The reactants are: O=[CH:2][CH2:3][NH:4][C:5](=[O:11])[O:6][C:7]([CH3:10])([CH3:9])[CH3:8].[CH:12]1([C:18]2[C:19]3[CH:20]=[CH:21][C:22]([C:39]([O:41][CH3:42])=[O:40])=[CH:23][C:24]=3[N:25]3[C:32]=2[C:31]2[CH:33]=[CH:34][CH:35]=[CH:36][C:30]=2[O:29][CH2:28][C@H:27]([NH:37][CH3:38])[CH2:26]3)[CH2:17][CH2:16][CH2:15][CH2:14][CH2:13]1.C(O)(=O)C.C([O-])(=O)C.[Na+].